Dataset: Forward reaction prediction with 1.9M reactions from USPTO patents (1976-2016). Task: Predict the product of the given reaction. (1) Given the reactants [F:1][C:2]([F:28])([F:27])[C:3]1[CH:8]=[CH:7][C:6]([C:9]2[N:14]=[CH:13][N:12]=[C:11]([O:15][C:16]3[CH:17]=[CH:18][CH:19]=[C:20]4[C:25]=3[N:24]=[C:23]([NH2:26])[CH:22]=[N:21]4)[CH:10]=2)=[CH:5][CH:4]=1.[C:29](OC(=O)C)(=[O:31])[CH3:30], predict the reaction product. The product is: [F:28][C:2]([F:27])([F:1])[C:3]1[CH:8]=[CH:7][C:6]([C:9]2[N:14]=[CH:13][N:12]=[C:11]([O:15][C:16]3[CH:17]=[CH:18][CH:19]=[C:20]4[C:25]=3[N:24]=[C:23]([NH:26][C:29](=[O:31])[CH3:30])[CH:22]=[N:21]4)[CH:10]=2)=[CH:5][CH:4]=1. (2) Given the reactants C(OC([NH:8][C@H:9]([C:17]1[CH:22]=[CH:21][CH:20]=[CH:19][CH:18]=1)[CH2:10]COS(C)(=O)=O)=O)(C)(C)C.[F:23][C:24]1[C:29]([O:30][CH3:31])=[CH:28][CH:27]=[CH:26][C:25]=1[C:32]1[C:33](=[O:52])[NH:34][C:35](=[O:51])[N:36]([CH2:39][C:40]2[C:45]([C:46]([F:49])([F:48])[F:47])=[CH:44][CH:43]=[CH:42][C:41]=2[F:50])[C:37]=1[CH3:38].C(=O)([O-])[O-].[K+].[K+].[C:59]([O:62][CH:63]([CH3:65])[CH3:64])(=[O:61])[CH3:60], predict the reaction product. The product is: [NH2:8][C@H:9]([C:17]1[CH:22]=[CH:21][CH:20]=[CH:19][CH:18]=1)[CH2:10][N:34]1[C:33](=[O:52])[C:32]([C:25]2[CH:26]=[CH:27][CH:28]=[C:29]([O:30][CH3:31])[C:24]=2[F:23])=[C:37]([CH3:38])[N:36]([CH2:39][C:40]2[C:45]([C:46]([F:48])([F:49])[F:47])=[CH:44][CH:43]=[CH:42][C:41]=2[F:50])[C:35]1=[O:51].[C:59]([O:62][CH:63]([CH3:65])[CH3:64])(=[O:61])[CH3:60]. (3) Given the reactants [N:1]1[CH:6]=[CH:5][CH:4]=[CH:3][C:2]=1[CH2:7][N:8]([CH2:22][C:23]1[CH:28]=[CH:27][CH:26]=[CH:25][N:24]=1)[CH2:9][CH2:10][CH2:11][CH2:12][CH2:13][NH:14]C(=O)OC(C)(C)C, predict the reaction product. The product is: [N:1]1[CH:6]=[CH:5][CH:4]=[CH:3][C:2]=1[CH2:7][N:8]([CH2:22][C:23]1[CH:28]=[CH:27][CH:26]=[CH:25][N:24]=1)[CH2:9][CH2:10][CH2:11][CH2:12][CH2:13][NH2:14]. (4) Given the reactants Cl.[NH2:2][C@@H:3]1[C:17](=[O:18])[N:16]2[CH2:19][C@H:20]([O:22][C:23]3[C:32]4[C:27](=[C:28]([CH3:35])[C:29]([O:33][CH3:34])=[CH:30][CH:31]=4)[N:26]=[C:25]([C:36]4[S:37][CH:38]=[C:39]([CH:41]5[CH2:43][CH2:42]5)[N:40]=4)[CH:24]=3)[CH2:21][C@H:15]2[C:14](=[O:44])[NH:13][C@:12]2([C:46]([NH:48][S:49]([CH:52]3[CH2:54][CH2:53]3)(=[O:51])=[O:50])=[O:47])[CH2:45][C@H:11]2[CH:10]=[CH:9][CH2:8][CH2:7][CH2:6][CH2:5][CH2:4]1.Cl.N[C@@H]1[C:71](=[O:72])[N:70]2[CH2:73][C@H](OC3C4C(=C(Cl)C(OC)=CC=4)N=C(C4SC=C(C5CC5)N=4)C=3)C[C@H:69]2C(=O)N[C@]2(C(NS(C3CC3)(=O)=O)=O)C[C@H]2C=CCCCCC1.C(N(C(C)C)CC)(C)C.CN(C)C(Cl)=O, predict the reaction product. The product is: [CH:52]1([S:49]([NH:48][C:46]([C@@:12]23[CH2:45][C@H:11]2[CH:10]=[CH:9][CH2:8][CH2:7][CH2:6][CH2:5][CH2:4][C@H:3]([NH:2][C:71]([N:70]([CH3:73])[CH3:69])=[O:72])[C:17](=[O:18])[N:16]2[CH2:19][C@H:20]([O:22][C:23]4[C:32]5[C:27](=[C:28]([CH3:35])[C:29]([O:33][CH3:34])=[CH:30][CH:31]=5)[N:26]=[C:25]([C:36]5[S:37][CH:38]=[C:39]([CH:41]6[CH2:42][CH2:43]6)[N:40]=5)[CH:24]=4)[CH2:21][C@H:15]2[C:14](=[O:44])[NH:13]3)=[O:47])(=[O:50])=[O:51])[CH2:54][CH2:53]1. (5) The product is: [CH3:6][N:8]1[CH2:13][CH2:12][O:11][C@H:10]([CH2:14][OH:15])[CH2:9]1. Given the reactants C(O[C:6]([N:8]1[CH2:13][CH2:12][O:11][C@H:10]([CH2:14][OH:15])[CH2:9]1)=O)(C)(C)C.[H-].[H-].[H-].[H-].[Li+].[Al+3], predict the reaction product. (6) Given the reactants [CH3:1][O:2][C:3]1[CH:8]=[CH:7][C:6]([O:9][CH3:10])=[CH:5][C:4]=1[S:11]([NH:14][C@@H:15]1[CH2:19][CH2:18][N:17]([C:20]([O:22][C:23]([CH3:26])([CH3:25])[CH3:24])=[O:21])[CH2:16]1)(=[O:13])=[O:12].C([O-])([O-])=O.[K+].[K+].[Br:33][C:34]1[CH:39]=[CH:38][C:37]([CH2:40]Br)=[CH:36][CH:35]=1, predict the reaction product. The product is: [CH3:1][O:2][C:3]1[CH:8]=[CH:7][C:6]([O:9][CH3:10])=[CH:5][C:4]=1[S:11]([N:14]([CH2:40][C:37]1[CH:38]=[CH:39][C:34]([Br:33])=[CH:35][CH:36]=1)[C@@H:15]1[CH2:19][CH2:18][N:17]([C:20]([O:22][C:23]([CH3:26])([CH3:25])[CH3:24])=[O:21])[CH2:16]1)(=[O:12])=[O:13]. (7) Given the reactants C(OC([N:11]1[CH2:16][CH2:15][N:14]([CH:17]2[CH2:20][N:19]([C:21]([C:23]3[CH:28]=[CH:27][C:26]([C:29]4[CH:34]=[CH:33][CH:32]=[CH:31][CH:30]=4)=[CH:25][CH:24]=3)=[O:22])[CH2:18]2)[CH2:13][CH2:12]1)=O)C1C=CC=CC=1.[H][H], predict the reaction product. The product is: [C:26]1([C:29]2[CH:30]=[CH:31][CH:32]=[CH:33][CH:34]=2)[CH:25]=[CH:24][C:23]([C:21]([N:19]2[CH2:20][CH:17]([N:14]3[CH2:15][CH2:16][NH:11][CH2:12][CH2:13]3)[CH2:18]2)=[O:22])=[CH:28][CH:27]=1. (8) Given the reactants [Cl:1][C:2]1[CH:7]=[CH:6][C:5]([C:8]2[N:12](COC)[C:11]3[C:16]([CH:23]=[O:24])=[C:17]([C:19]([O:21][CH3:22])=[O:20])[S:18][C:10]=3[C:9]=2[CH:25]2[CH2:30][CH2:29][CH2:28][CH2:27][CH2:26]2)=[CH:4][CH:3]=1.CCOC(C)=O, predict the reaction product. The product is: [Cl:1][C:2]1[CH:3]=[CH:4][C:5]([C:8]2[NH:12][C:11]3[C:16]([CH:23]=[O:24])=[C:17]([C:19]([O:21][CH3:22])=[O:20])[S:18][C:10]=3[C:9]=2[CH:25]2[CH2:30][CH2:29][CH2:28][CH2:27][CH2:26]2)=[CH:6][CH:7]=1.